This data is from Reaction yield outcomes from USPTO patents with 853,638 reactions. The task is: Predict the reaction yield, written as a fraction of the theoretical maximum amount of product (1.0 means a 100% yield; for example, 0.34 means a 34% yield). (1) The catalyst is O1CCOCC1.O.C1(P([C-]2C=CC=C2)C2C=CC=CC=2)C=CC=CC=1.[C-]1(P(C2C=CC=CC=2)C2C=CC=CC=2)C=CC=C1.[Fe+2].[Pd](Cl)Cl. The reactants are Br[C:2]1[CH:3]=[N:4][CH:5]=[C:6]2[C:11]=1[N:10]=[C:9]([C:12]([N:14]1[CH2:18][CH2:17][CH:16]([OH:19])[CH2:15]1)=[O:13])[CH:8]=[CH:7]2.[Cl:20][C:21]1[CH:26]=[CH:25][C:24](B(O)O)=[C:23]([F:30])[CH:22]=1.C(=O)([O-])[O-].[Cs+].[Cs+]. The product is [Cl:20][C:21]1[CH:26]=[CH:25][C:24]([C:2]2[CH:3]=[N:4][CH:5]=[C:6]3[C:11]=2[N:10]=[C:9]([C:12]([N:14]2[CH2:18][CH2:17][CH:16]([OH:19])[CH2:15]2)=[O:13])[CH:8]=[CH:7]3)=[C:23]([F:30])[CH:22]=1. The yield is 0.830. (2) The reactants are [Cl:1][C:2]1[CH:18]=[CH:17][C:5]2[CH2:6][CH2:7][N:8]([C:11](=[O:16])[C:12]([F:15])([F:14])[F:13])[CH2:9][CH2:10][C:4]=2[C:3]=1OS(C(F)(F)F)(=O)=O.[CH3:27][C:28]1([C:33]2[CH:40]=[CH:39][C:36]([CH2:37][NH2:38])=[CH:35][CH:34]=2)[O:32][CH2:31][CH2:30][O:29]1. No catalyst specified. The product is [Cl:1][C:2]1[CH:18]=[CH:17][C:5]2[CH2:6][CH2:7][N:8]([C:11](=[O:16])[C:12]([F:15])([F:14])[F:13])[CH2:9][CH2:10][C:4]=2[C:3]=1[NH:38][CH2:37][C:36]1[CH:35]=[CH:34][C:33]([C:28]2([CH3:27])[O:29][CH2:30][CH2:31][O:32]2)=[CH:40][CH:39]=1. The yield is 0.680. (3) The reactants are C(N(CC)CC)C.[CH3:8][O:9][CH:10]([O:13][CH3:14])[CH2:11][NH2:12].[Cl:15][C:16]1[CH:24]=[CH:23][C:22]([N+:25]([O-:27])=[O:26])=[CH:21][C:17]=1[C:18](Cl)=[O:19]. The catalyst is C(Cl)Cl. The product is [Cl:15][C:16]1[CH:24]=[CH:23][C:22]([N+:25]([O-:27])=[O:26])=[CH:21][C:17]=1[C:18]([NH:12][CH2:11][CH:10]([O:13][CH3:14])[O:9][CH3:8])=[O:19]. The yield is 0.630. (4) The reactants are [Cl:1][C:2]1[CH:7]=[C:6]([N+:8]([O-:10])=[O:9])[CH:5]=[CH:4][C:3]=1[N:11]1[CH2:16][CH2:15][N:14](C(OC(C)(C)C)=O)[CH2:13][C@H:12]1[CH3:24].C(O)(C(F)(F)F)=O. The catalyst is C(Cl)Cl. The product is [Cl:1][C:2]1[CH:7]=[C:6]([N+:8]([O-:10])=[O:9])[CH:5]=[CH:4][C:3]=1[N:11]1[CH2:16][CH2:15][NH:14][CH2:13][C@H:12]1[CH3:24]. The yield is 0.559.